Dataset: Human liver microsome stability data. Task: Regression/Classification. Given a drug SMILES string, predict its absorption, distribution, metabolism, or excretion properties. Task type varies by dataset: regression for continuous measurements (e.g., permeability, clearance, half-life) or binary classification for categorical outcomes (e.g., BBB penetration, CYP inhibition). Dataset: hlm. (1) The compound is N#CCCN1CCC(n2cnc3cnc4[nH]ccc4c32)CC1. The result is 0 (unstable in human liver microsomes). (2) The compound is COc1ccc(CCN2C(=O)N(NS(C)(=O)=O)CC2c2ccc(Cl)cc2)cc1. The result is 1 (stable in human liver microsomes). (3) The molecule is Cc1cccc(NC(=O)c2nc(C)c([C@H](OC(C)(C)C)C(=O)O)c(-c3ccc(Cl)cc3)c2C)c1. The result is 0 (unstable in human liver microsomes).